This data is from Catalyst prediction with 721,799 reactions and 888 catalyst types from USPTO. The task is: Predict which catalyst facilitates the given reaction. (1) Reactant: [H-].[Na+].[CH2:3]([OH:8])[C:4]#[C:5][CH2:6][OH:7].BrC[CH2:11][C:12]([O:14][CH3:15])=[O:13]. Product: [CH3:15][O:14][C:12](=[O:13])[CH2:11][O:7][CH2:6][C:5]#[C:4][CH2:3][OH:8]. The catalyst class is: 1. (2) Reactant: ON1C2C=CC=CC=2N=N1.Cl.C(N=C=NCCCN(C)C)C.CN1CCOCC1.[CH3:30][N:31]([CH3:35])[CH2:32][CH2:33][NH2:34].[O:36]=[C:37]1[C:46]2[NH:47][CH:48]=[C:49]([C:50](O)=[O:51])[C:45]=2[C:44]2[CH:43]=[CH:42][CH:41]=[CH:40][C:39]=2[NH:38]1.[Cl-].[Na+]. Product: [CH3:30][N:31]([CH3:35])[CH2:32][CH2:33][NH:34][C:50]([C:49]1[C:45]2[C:44]3[CH:43]=[CH:42][CH:41]=[CH:40][C:39]=3[NH:38][C:37](=[O:36])[C:46]=2[NH:47][CH:48]=1)=[O:51]. The catalyst class is: 42. (3) Reactant: [NH2:1][C@H:2]([CH2:5][O:6][CH2:7][C:8]1[CH:13]=[CH:12][CH:11]=[CH:10][CH:9]=1)[CH2:3]O.C(N(CC)CC)C.[CH3:21][S:22](Cl)(=[O:24])=[O:23].O. Product: [CH2:7]([O:6][CH2:5][C@@H:2]1[CH2:3][CH2:21][S:22](=[O:24])(=[O:23])[NH:1]1)[C:8]1[CH:13]=[CH:12][CH:11]=[CH:10][CH:9]=1. The catalyst class is: 7. (4) Reactant: [C:1]([O:5][C:6]([N:8]1[C@@H:12]([CH3:13])[C@H:11]([F:14])[CH2:10][C@H:9]1[C:15]([NH:17][CH2:18][C:19]1[C:24]([F:25])=[CH:23][N:22]=[C:21]([C:26]2[CH:27]=[C:28]([C:36]([O:38]CC)=[O:37])[C:29]([C:32]([F:35])([F:34])[F:33])=[N:30][CH:31]=2)[CH:20]=1)=[O:16])=[O:7])([CH3:4])([CH3:3])[CH3:2].[Li+].[OH-].O.Cl. Product: [C:1]([O:5][C:6]([N:8]1[C@@H:12]([CH3:13])[C@H:11]([F:14])[CH2:10][C@H:9]1[C:15]([NH:17][CH2:18][C:19]1[C:24]([F:25])=[CH:23][N:22]=[C:21]([C:26]2[CH:31]=[N:30][C:29]([C:32]([F:33])([F:34])[F:35])=[C:28]([C:36]([OH:38])=[O:37])[CH:27]=2)[CH:20]=1)=[O:16])=[O:7])([CH3:2])([CH3:3])[CH3:4]. The catalyst class is: 1. (5) Reactant: [CH3:1][C:2]1[N:7]=[C:6]2[S:8][C:9]3[CH2:14][CH2:13][CH2:12][CH2:11][C:10]=3[C:5]2=[C:4]([C:15]2[CH:20]=[CH:19][C:18]([CH3:21])=[CH:17][CH:16]=2)[C:3]=1[CH2:22][C:23]([O:25][CH3:26])=[O:24].[Li+].C[Si]([N-][Si](C)(C)C)(C)C.C1COCC1.I[CH:43]([CH3:49])[CH2:44][C:45]([F:48])([F:47])[F:46]. Product: [CH3:1][C:2]1[N:7]=[C:6]2[S:8][C:9]3[CH2:14][CH2:13][CH2:12][CH2:11][C:10]=3[C:5]2=[C:4]([C:15]2[CH:16]=[CH:17][C:18]([CH3:21])=[CH:19][CH:20]=2)[C:3]=1[CH:22]([CH2:49][CH2:43][CH2:44][C:45]([F:48])([F:47])[F:46])[C:23]([O:25][CH3:26])=[O:24]. The catalyst class is: 3.